Dataset: Reaction yield outcomes from USPTO patents with 853,638 reactions. Task: Predict the reaction yield, written as a fraction of the theoretical maximum amount of product (1.0 means a 100% yield; for example, 0.34 means a 34% yield). (1) The reactants are [NH2:1][C@H:2]1[C:19]2[CH:20]=[C:15]([C:16]([OH:21])=[CH:17][CH:18]=2)[C:14]2=[CH:22][C:10](=[CH:11][CH:12]=[C:13]2[OH:23])[CH2:9][C@@H:8]([C:24]([OH:26])=[O:25])[NH:7][C:6](=[O:27])[C@H:5]([CH3:28])[NH:4][C:3]1=[O:29].[C:30](Cl)(=O)C.CC#N.O. The catalyst is CO. The product is [NH2:1][C@H:2]1[C:19]2[CH:20]=[C:15]([C:16]([OH:21])=[CH:17][CH:18]=2)[C:14]2=[CH:22][C:10](=[CH:11][CH:12]=[C:13]2[OH:23])[CH2:9][C@@H:8]([C:24]([O:26][CH3:30])=[O:25])[NH:7][C:6](=[O:27])[C@H:5]([CH3:28])[NH:4][C:3]1=[O:29]. The yield is 0.920. (2) The reactants are [CH:1]1([C:4]2[NH:8][N:7]=[C:6]([NH:9][C:10]3[C:17]([F:18])=[C:16](I)[C:13]([C:14]#[N:15])=[C:12]([NH:20][C@H:21]([C:23]4[CH:28]=[CH:27][C:26]([F:29])=[CH:25][CH:24]=4)[CH3:22])[N:11]=3)[CH:5]=2)[CH2:3][CH2:2]1.C[CH2:31][N:32](C(C)C)C(C)C.CN.C(Cl)Cl. The catalyst is CCCCO. The product is [CH:1]1([C:4]2[NH:8][N:7]=[C:6]([NH:9][C:10]3[C:17]([F:18])=[C:16]([NH:32][CH3:31])[C:13]([C:14]#[N:15])=[C:12]([NH:20][C@H:21]([C:23]4[CH:28]=[CH:27][C:26]([F:29])=[CH:25][CH:24]=4)[CH3:22])[N:11]=3)[CH:5]=2)[CH2:3][CH2:2]1. The yield is 0.490. (3) The reactants are [CH2:1]([O:3][CH:4]([CH2:10][C:11]1[CH:16]=[CH:15][C:14]([O:17][CH2:18][CH2:19][N:20]2[C:25](=[O:26])[CH:24]=[C:23]([C:27]3[CH:32]=[CH:31][CH:30]=[CH:29][CH:28]=3)[N:22]=[C:21]2[CH2:33][CH3:34])=[CH:13][CH:12]=1)[C:5]([O:7]CC)=[O:6])[CH3:2].[OH-].[Na+]. The catalyst is O. The product is [CH2:1]([O:3][CH:4]([CH2:10][C:11]1[CH:12]=[CH:13][C:14]([O:17][CH2:18][CH2:19][N:20]2[C:25](=[O:26])[CH:24]=[C:23]([C:27]3[CH:32]=[CH:31][CH:30]=[CH:29][CH:28]=3)[N:22]=[C:21]2[CH2:33][CH3:34])=[CH:15][CH:16]=1)[C:5]([OH:7])=[O:6])[CH3:2]. The yield is 0.960. (4) The product is [OH:20][CH:5]([CH:4]=[CH2:3])[C:6]([O:8][CH:9]([CH3:18])[CH3:10])=[O:7]. The reactants are C(O)[C@H]1[O:7][C@H:6]([O:8][C@:9]2([CH2:18]O)O[C@H](CO)[C@@H](O)[C@@H:10]2O)[C@H:5]([OH:20])[C@@H:4](O)[C@@H:3]1O.C1C2C(=CC=CC=2)C=CC=1.C(OC(C)C)(=O)C(C)O. The catalyst is CC(O)C. The yield is 0.120.